From a dataset of Full USPTO retrosynthesis dataset with 1.9M reactions from patents (1976-2016). Predict the reactants needed to synthesize the given product. (1) Given the product [I:1][C:2]1[C:10]2[C:5](=[CH:6][CH:7]=[C:8]([CH:22]=[O:24])[CH:9]=2)[N:4]([CH2:14][O:15][CH2:16][CH2:17][Si:18]([CH3:21])([CH3:20])[CH3:19])[N:3]=1, predict the reactants needed to synthesize it. The reactants are: [I:1][C:2]1[C:10]2[C:5](=[CH:6][C:7](C=O)=[CH:8][CH:9]=2)[NH:4][N:3]=1.Cl[CH2:14][O:15][CH2:16][CH2:17][Si:18]([CH3:21])([CH3:20])[CH3:19].[C:22](OCC)(=[O:24])C. (2) Given the product [CH:9]1([CH2:15][O:16][C:17]2[CH:18]=[C:19]([CH:33]=[CH:34][CH:35]=2)[C:20]([NH:22][C:23]2[CH:28]=[CH:27][CH:26]=[CH:25][C:24]=2[S:29]([NH:30][C:1](=[O:7])[CH2:2][CH2:3][CH2:4][CH2:5][CH3:6])(=[O:32])=[O:31])=[O:21])[CH2:14][CH2:13][CH2:12][CH2:11][CH2:10]1, predict the reactants needed to synthesize it. The reactants are: [C:1](Cl)(=[O:7])[CH2:2][CH2:3][CH2:4][CH2:5][CH3:6].[CH:9]1([CH2:15][O:16][C:17]2[CH:18]=[C:19]([CH:33]=[CH:34][CH:35]=2)[C:20]([NH:22][C:23]2[CH:28]=[CH:27][CH:26]=[CH:25][C:24]=2[S:29](=[O:32])(=[O:31])[NH2:30])=[O:21])[CH2:14][CH2:13][CH2:12][CH2:11][CH2:10]1. (3) Given the product [CH:14]([O:17][C:2]1[CH:9]=[CH:8][C:5]([C:6]#[N:7])=[CH:4][C:3]=1[C:10]([F:13])([F:12])[F:11])([CH3:16])[CH3:15], predict the reactants needed to synthesize it. The reactants are: F[C:2]1[CH:9]=[CH:8][C:5]([C:6]#[N:7])=[CH:4][C:3]=1[C:10]([F:13])([F:12])[F:11].[CH:14]([OH:17])([CH3:16])[CH3:15].CC([O-])(C)C.[K+]. (4) The reactants are: [C:1]1([C:15]2[CH:20]=[CH:19][CH:18]=[CH:17][CH:16]=2)[CH:6]=[CH:5][CH:4]=[C:3]([C:7]2[CH:12]=[C:11]([CH3:13])[C:10](Br)=[CH:9][N:8]=2)[CH:2]=1.[CH3:21]B1OB(C)OB(C)O1.O.[O-]P([O-])([O-])=O.[K+].[K+].[K+].C1(C)C=CC=CC=1. Given the product [C:1]1([C:15]2[CH:20]=[CH:19][CH:18]=[CH:17][CH:16]=2)[CH:6]=[CH:5][CH:4]=[C:3]([C:7]2[CH:12]=[C:11]([CH3:13])[C:10]([CH3:21])=[CH:9][N:8]=2)[CH:2]=1, predict the reactants needed to synthesize it. (5) The reactants are: [O:1]=[C:2]1[CH2:7][CH2:6][C@@H:5]([C:8]([O:10][CH3:11])=[O:9])[C@H:4]([C:12]([O:14][CH3:15])=[O:13])[CH2:3]1.[CH2:16](O)[CH2:17][OH:18]. Given the product [O:18]1[C:2]2([CH2:7][CH2:6][C@@H:5]([C:8]([O:10][CH3:11])=[O:9])[C@H:4]([C:12]([O:14][CH3:15])=[O:13])[CH2:3]2)[O:1][CH2:16][CH2:17]1, predict the reactants needed to synthesize it. (6) Given the product [CH3:22][S:23][C:8]1[C:7]2[C:3](=[N:4][O:5][N:6]=2)[C:2]([N+:11]([O-:13])=[O:12])=[CH:1][CH:9]=1, predict the reactants needed to synthesize it. The reactants are: [CH:1]1[CH:9]=[C:8](Cl)[C:7]2[C:3](=[N:4][O:5][N:6]=2)[C:2]=1[N+:11]([O-:13])=[O:12].P([O-])([O-])([O-])=O.[Na+].[Na+].[Na+].[CH3:22][S-:23].[Na+]. (7) Given the product [N:10]1([CH2:3][C:4]2[CH:5]=[N:6][CH:7]=[CH:8][CH:9]=2)[CH:14]=[CH:13][N:12]=[CH:11]1, predict the reactants needed to synthesize it. The reactants are: Br.Br[CH2:3][C:4]1[CH:5]=[N:6][CH:7]=[CH:8][CH:9]=1.[NH:10]1[CH:14]=[CH:13][N:12]=[CH:11]1.C([O-])([O-])=O.[K+].[K+].